From a dataset of Full USPTO retrosynthesis dataset with 1.9M reactions from patents (1976-2016). Predict the reactants needed to synthesize the given product. (1) The reactants are: C(OC(=O)[NH:7][C:8]1[CH:13]=[CH:12][CH:11]=[C:10]([C:14](=[O:30])[NH:15][CH2:16][CH:17]([OH:29])[CH2:18][N:19]2[CH2:28][CH2:27][C:26]3[C:21](=[CH:22][CH:23]=[CH:24][CH:25]=3)[CH2:20]2)[CH:9]=1)(C)(C)C.C(O)(C(F)(F)F)=O. Given the product [NH2:7][C:8]1[CH:9]=[C:10]([CH:11]=[CH:12][CH:13]=1)[C:14]([NH:15][CH2:16][CH:17]([OH:29])[CH2:18][N:19]1[CH2:28][CH2:27][C:26]2[C:21](=[CH:22][CH:23]=[CH:24][CH:25]=2)[CH2:20]1)=[O:30], predict the reactants needed to synthesize it. (2) Given the product [F:35][C:27]1[C:28]([F:34])=[CH:29][C:30]([F:33])=[C:31]([F:32])[C:26]=1[CH2:25][O:24][C:21]1[CH:20]=[N:19][C:18]([NH:17][C:13]2[CH:12]=[C:11]([N:8]3[CH2:9][CH2:10][C:5](=[O:4])[CH2:6][CH2:7]3)[CH:16]=[CH:15][CH:14]=2)=[N:23][CH:22]=1, predict the reactants needed to synthesize it. The reactants are: O1[C:5]2([CH2:10][CH2:9][N:8]([C:11]3[CH:12]=[C:13]([NH:17][C:18]4[N:23]=[CH:22][C:21]([O:24][CH2:25][C:26]5[C:31]([F:32])=[C:30]([F:33])[CH:29]=[C:28]([F:34])[C:27]=5[F:35])=[CH:20][N:19]=4)[CH:14]=[CH:15][CH:16]=3)[CH2:7][CH2:6]2)[O:4]CC1.Cl.[OH-].[Na+].C(=O)([O-])O.[Na+]. (3) Given the product [C:22]([C:3]1[C:4](=[O:14])[O:5][C:6]2[C:11]([C:2]=1[OH:1])=[CH:10][C:9]([O:12][CH3:13])=[CH:8][CH:7]=2)(=[O:24])[CH3:23], predict the reactants needed to synthesize it. The reactants are: [OH:1][C:2]1[C:11]2[C:6](=[CH:7][CH:8]=[C:9]([O:12][CH3:13])[CH:10]=2)[O:5][C:4](=[O:14])[CH:3]=1.C(N(CC)CC)C.[C:22](Cl)(=[O:24])[CH3:23].[C-]#N.[K+].